This data is from Reaction yield outcomes from USPTO patents with 853,638 reactions. The task is: Predict the reaction yield, written as a fraction of the theoretical maximum amount of product (1.0 means a 100% yield; for example, 0.34 means a 34% yield). The reactants are [H-].C([Al+]CC(C)C)C(C)C.C1(C)C=CC=CC=1.C(O[C:21](=[O:33])[CH2:22][C:23]1[N:27]2[CH:28]=[C:29]([Br:32])[CH:30]=[CH:31][C:26]2=[N:25][CH:24]=1)C.[NH:34]1[CH2:39][CH2:38][O:37][CH2:36][CH2:35]1. The catalyst is C1COCC1.CO. The product is [Br:32][C:29]1[CH:30]=[CH:31][C:26]2[N:27]([C:23]([CH2:22][C:21]([N:34]3[CH2:39][CH2:38][O:37][CH2:36][CH2:35]3)=[O:33])=[CH:24][N:25]=2)[CH:28]=1. The yield is 0.320.